Task: Predict the reaction yield, written as a fraction of the theoretical maximum amount of product (1.0 means a 100% yield; for example, 0.34 means a 34% yield).. Dataset: Reaction yield outcomes from USPTO patents with 853,638 reactions The reactants are [CH2:1]([O:3][C:4]1[CH:5]=[C:6]([CH:9]=[C:10]([O:15][CH2:16][CH3:17])[C:11]=1[S:12]([CH3:14])=[O:13])[CH:7]=[O:8])[CH3:2].[OH:18]O.O. The catalyst is C(O)(=O)C. The product is [CH2:1]([O:3][C:4]1[CH:5]=[C:6]([CH:9]=[C:10]([O:15][CH2:16][CH3:17])[C:11]=1[S:12]([CH3:14])(=[O:18])=[O:13])[CH:7]=[O:8])[CH3:2]. The yield is 0.420.